Dataset: NCI-60 drug combinations with 297,098 pairs across 59 cell lines. Task: Regression. Given two drug SMILES strings and cell line genomic features, predict the synergy score measuring deviation from expected non-interaction effect. (1) Drug 1: CC1CCC2CC(C(=CC=CC=CC(CC(C(=O)C(C(C(=CC(C(=O)CC(OC(=O)C3CCCCN3C(=O)C(=O)C1(O2)O)C(C)CC4CCC(C(C4)OC)O)C)C)O)OC)C)C)C)OC. Drug 2: CC12CCC3C(C1CCC2O)C(CC4=C3C=CC(=C4)O)CCCCCCCCCS(=O)CCCC(C(F)(F)F)(F)F. Cell line: RPMI-8226. Synergy scores: CSS=-2.19, Synergy_ZIP=-2.84, Synergy_Bliss=-7.75, Synergy_Loewe=-10.3, Synergy_HSA=-8.66. (2) Drug 1: C1=CC(=CC=C1C#N)C(C2=CC=C(C=C2)C#N)N3C=NC=N3. Drug 2: C1=CC=C(C=C1)NC(=O)CCCCCCC(=O)NO. Cell line: OVCAR-4. Synergy scores: CSS=-2.68, Synergy_ZIP=-0.235, Synergy_Bliss=-0.166, Synergy_Loewe=-9.64, Synergy_HSA=-6.66. (3) Drug 1: C1=NC2=C(N1)C(=S)N=C(N2)N. Drug 2: CCC1(CC2CC(C3=C(CCN(C2)C1)C4=CC=CC=C4N3)(C5=C(C=C6C(=C5)C78CCN9C7C(C=CC9)(C(C(C8N6C=O)(C(=O)OC)O)OC(=O)C)CC)OC)C(=O)OC)O.OS(=O)(=O)O. Cell line: LOX IMVI. Synergy scores: CSS=43.5, Synergy_ZIP=-1.24, Synergy_Bliss=-2.85, Synergy_Loewe=-0.778, Synergy_HSA=1.04. (4) Drug 1: CCC1=CC2CC(C3=C(CN(C2)C1)C4=CC=CC=C4N3)(C5=C(C=C6C(=C5)C78CCN9C7C(C=CC9)(C(C(C8N6C)(C(=O)OC)O)OC(=O)C)CC)OC)C(=O)OC.C(C(C(=O)O)O)(C(=O)O)O. Drug 2: CN1C2=C(C=C(C=C2)N(CCCl)CCCl)N=C1CCCC(=O)O.Cl. Cell line: HS 578T. Synergy scores: CSS=56.8, Synergy_ZIP=-4.10, Synergy_Bliss=-6.99, Synergy_Loewe=-29.8, Synergy_HSA=-6.35. (5) Drug 1: CCCS(=O)(=O)NC1=C(C(=C(C=C1)F)C(=O)C2=CNC3=C2C=C(C=N3)C4=CC=C(C=C4)Cl)F. Drug 2: C1C(C(OC1N2C=NC3=C(N=C(N=C32)Cl)N)CO)O. Cell line: SR. Synergy scores: CSS=35.9, Synergy_ZIP=-1.22, Synergy_Bliss=1.19, Synergy_Loewe=-5.59, Synergy_HSA=3.51. (6) Drug 1: C1CCN(CC1)CCOC2=CC=C(C=C2)C(=O)C3=C(SC4=C3C=CC(=C4)O)C5=CC=C(C=C5)O. Drug 2: C1=CC(=CC=C1CC(C(=O)O)N)N(CCCl)CCCl.Cl. Cell line: SW-620. Synergy scores: CSS=26.2, Synergy_ZIP=-4.97, Synergy_Bliss=6.83, Synergy_Loewe=-1.40, Synergy_HSA=-0.534. (7) Drug 1: CCC1=C2CN3C(=CC4=C(C3=O)COC(=O)C4(CC)O)C2=NC5=C1C=C(C=C5)O. Drug 2: C(CC(=O)O)C(=O)CN.Cl. Cell line: NCI-H322M. Synergy scores: CSS=10.5, Synergy_ZIP=-0.722, Synergy_Bliss=5.44, Synergy_Loewe=4.04, Synergy_HSA=3.25. (8) Drug 1: C1CN1P(=S)(N2CC2)N3CC3. Drug 2: C1C(C(OC1N2C=NC(=NC2=O)N)CO)O. Cell line: NCIH23. Synergy scores: CSS=40.4, Synergy_ZIP=-7.68, Synergy_Bliss=-0.605, Synergy_Loewe=2.15, Synergy_HSA=2.72.